This data is from Peptide-MHC class I binding affinity with 185,985 pairs from IEDB/IMGT. The task is: Regression. Given a peptide amino acid sequence and an MHC pseudo amino acid sequence, predict their binding affinity value. This is MHC class I binding data. (1) The peptide sequence is RLSCAASGFTF. The MHC is HLA-A23:01 with pseudo-sequence HLA-A23:01. The binding affinity (normalized) is 0.393. (2) The peptide sequence is KLLNRVIGY. The MHC is HLA-B57:01 with pseudo-sequence HLA-B57:01. The binding affinity (normalized) is 0.267. (3) The peptide sequence is HPLSHFVNL. The MHC is HLA-A01:01 with pseudo-sequence HLA-A01:01. The binding affinity (normalized) is 0.0847.